From a dataset of Peptide-MHC class II binding affinity with 134,281 pairs from IEDB. Regression. Given a peptide amino acid sequence and an MHC pseudo amino acid sequence, predict their binding affinity value. This is MHC class II binding data. The peptide sequence is STWYGKPTGAGPKDN. The MHC is DRB1_1001 with pseudo-sequence DRB1_1001. The binding affinity (normalized) is 0.315.